Predict the product of the given reaction. From a dataset of Forward reaction prediction with 1.9M reactions from USPTO patents (1976-2016). Given the reactants [C:1]([O:5][C:6]([NH:8][C@H:9]([C:11]1[C:12]([F:47])=[C:13]([C:17]2[CH:22]=[C:21]([CH:23]=[CH:24][C:25]3[CH:30]=[CH:29][N:28]=[CH:27][CH:26]=3)[CH:20]=[C:19]([CH2:31][O:32][C:33]3[CH:38]=[CH:37][CH:36]=[CH:35][C:34]=3[CH2:39][C:40]([O:42][C:43]([CH3:46])([CH3:45])[CH3:44])=[O:41])[CH:18]=2)[CH:14]=[CH:15][CH:16]=1)[CH3:10])=[O:7])([CH3:4])([CH3:3])[CH3:2], predict the reaction product. The product is: [C:1]([O:5][C:6]([NH:8][C@H:9]([C:11]1[C:12]([F:47])=[C:13]([C:17]2[CH:22]=[C:21]([CH2:23][CH2:24][C:25]3[CH:26]=[CH:27][N:28]=[CH:29][CH:30]=3)[CH:20]=[C:19]([CH2:31][O:32][C:33]3[CH:38]=[CH:37][CH:36]=[CH:35][C:34]=3[CH2:39][C:40]([O:42][C:43]([CH3:46])([CH3:45])[CH3:44])=[O:41])[CH:18]=2)[CH:14]=[CH:15][CH:16]=1)[CH3:10])=[O:7])([CH3:4])([CH3:2])[CH3:3].